This data is from Reaction yield outcomes from USPTO patents with 853,638 reactions. The task is: Predict the reaction yield, written as a fraction of the theoretical maximum amount of product (1.0 means a 100% yield; for example, 0.34 means a 34% yield). (1) The reactants are [Cl:1][C:2]1[CH:3]=[C:4]([C:9]2[CH:13]=[CH:12][N:11]([CH2:14][CH:15]3[CH2:17][O:16]3)[N:10]=2)[CH:5]=[CH:6][C:7]=1[Cl:8].[CH3:18][C:19]1[CH:24]=[CH:23][CH:22]=[CH:21][C:20]=1[N:25]1[CH2:30][CH2:29][NH:28][CH2:27][CH2:26]1. The catalyst is CCO. The product is [Cl:1][C:2]1[CH:3]=[C:4]([C:9]2[CH:13]=[CH:12][N:11]([CH2:14][CH:15]([OH:16])[CH2:17][N:28]3[CH2:29][CH2:30][N:25]([C:20]4[CH:21]=[CH:22][CH:23]=[CH:24][C:19]=4[CH3:18])[CH2:26][CH2:27]3)[N:10]=2)[CH:5]=[CH:6][C:7]=1[Cl:8]. The yield is 0.700. (2) The reactants are [CH2:1]([N:8]1[C:20]2[CH:19]=[C:18]([C:21]([O:23]C)=[O:22])[CH:17]=[CH:16][C:15]=2[C:14]2[C:9]1=[CH:10][C:11]([C:27]1[C:28]([CH3:33])=[N:29][O:30][C:31]=1[CH3:32])=[CH:12][C:13]=2[C:25]#[N:26])[C:2]1[CH:7]=[CH:6][CH:5]=[CH:4][CH:3]=1.[OH-].[Na+]. The catalyst is CO. The product is [CH2:1]([N:8]1[C:20]2[CH:19]=[C:18]([C:21]([OH:23])=[O:22])[CH:17]=[CH:16][C:15]=2[C:14]2[C:9]1=[CH:10][C:11]([C:27]1[C:28]([CH3:33])=[N:29][O:30][C:31]=1[CH3:32])=[CH:12][C:13]=2[C:25]#[N:26])[C:2]1[CH:3]=[CH:4][CH:5]=[CH:6][CH:7]=1. The yield is 0.200. (3) The reactants are [Br:1][C:2]1[CH:10]=[CH:9][C:5]([C:6]([OH:8])=[O:7])=[C:4]([N+:11]([O-])=O)[CH:3]=1. The catalyst is C(O)C.O1CCCC1.[Pt]. The product is [NH2:11][C:4]1[CH:3]=[C:2]([Br:1])[CH:10]=[CH:9][C:5]=1[C:6]([OH:8])=[O:7]. The yield is 0.580. (4) The reactants are [C:1]1([S:7]([N:10]2[C:14]3[CH:15]=[N:16][C:17]([C:20]#[N:21])=[C:18]([OH:19])[C:13]=3[C:12]3[CH:22]=[C:23](Br)[CH:24]=[N:25][C:11]2=3)(=[O:9])=[O:8])[CH:6]=[CH:5][CH:4]=[CH:3][CH:2]=1.[N:27]1([CH2:33][C:34]2[CH:39]=[CH:38][C:37](B(O)O)=[CH:36][CH:35]=2)[CH2:32][CH2:31][CH2:30][CH2:29][CH2:28]1. The catalyst is C([O-])(=O)C.[K+].C(#N)C.C(OCC)(=O)C.O.C1C=CC(P(C2C=CC=CC=2)[C-]2C=CC=C2)=CC=1.C1C=CC(P(C2C=CC=CC=2)[C-]2C=CC=C2)=CC=1.Cl[Pd]Cl.[Fe+2]. The product is [C:1]1([S:7]([N:10]2[C:14]3[CH:15]=[N:16][C:17]([C:20]#[N:21])=[C:18]([OH:19])[C:13]=3[C:12]3[CH:22]=[C:23]([C:37]4[CH:36]=[CH:35][C:34]([CH2:33][N:27]5[CH2:32][CH2:31][CH2:30][CH2:29][CH2:28]5)=[CH:39][CH:38]=4)[CH:24]=[N:25][C:11]2=3)(=[O:9])=[O:8])[CH:6]=[CH:5][CH:4]=[CH:3][CH:2]=1. The yield is 0.310. (5) The yield is 0.960. The reactants are [NH2:1][C:2]1[CH:3]=[CH:4][C:5]2[O:9][C:8]([CH:10]([NH:17][C:18]3[CH:23]=[CH:22][C:21]([C:24]([N:26]([CH3:34])[CH2:27][CH2:28][C:29]([O:31][CH2:32][CH3:33])=[O:30])=[O:25])=[CH:20][CH:19]=3)[CH:11]3[CH2:16][CH2:15][CH2:14][CH2:13][CH2:12]3)=[C:7]([CH3:35])[C:6]=2[CH:36]=1.[C:37]1([S:43](Cl)(=[O:45])=[O:44])[CH:42]=[CH:41][CH:40]=[CH:39][CH:38]=1.[Cl-].[NH4+]. The catalyst is CN(C)C(=O)C. The product is [CH:11]1([CH:10]([NH:17][C:18]2[CH:23]=[CH:22][C:21]([C:24]([N:26]([CH3:34])[CH2:27][CH2:28][C:29]([O:31][CH2:32][CH3:33])=[O:30])=[O:25])=[CH:20][CH:19]=2)[C:8]2[O:9][C:5]3[CH:4]=[CH:3][C:2]([NH:1][S:43]([C:37]4[CH:42]=[CH:41][CH:40]=[CH:39][CH:38]=4)(=[O:45])=[O:44])=[CH:36][C:6]=3[C:7]=2[CH3:35])[CH2:12][CH2:13][CH2:14][CH2:15][CH2:16]1.